From a dataset of Forward reaction prediction with 1.9M reactions from USPTO patents (1976-2016). Predict the product of the given reaction. (1) The product is: [CH3:1][C:2]1[NH:3][C:4]([B:15]2[O:16][C:17]([CH3:19])([CH3:18])[C:13]([CH3:29])([CH3:12])[O:14]2)=[CH:5][C:6]=1[C:7]([O:9][CH2:10][CH3:11])=[O:8]. Given the reactants [CH3:1][C:2]1[NH:3][CH:4]=[CH:5][C:6]=1[C:7]([O:9][CH2:10][CH3:11])=[O:8].[CH3:12][C:13]1([CH3:29])[C:17]([CH3:19])([CH3:18])[O:16][B:15]([B:15]2[O:16][C:17]([CH3:19])([CH3:18])[C:13]([CH3:29])([CH3:12])[O:14]2)[O:14]1, predict the reaction product. (2) Given the reactants C(N(CC)C(C)C)(C)C.Cl.[F:11][C:12]1[CH:17]=[C:16]([F:18])[CH:15]=[CH:14][C:13]=1[C@@H:19]1[CH2:23][C@@H:22]([N:24]([CH3:26])[CH3:25])[CH2:21][C@H:20]1[C:27]([OH:29])=O.Cl.[Cl:31][C:32]1[CH:33]=[CH:34][C:35]([CH:44]2[CH2:49][CH2:48][NH:47][CH2:46][CH2:45]2)=[C:36]([C@@H:38]([NH:40][C:41](=[O:43])[CH3:42])[CH3:39])[CH:37]=1.F[P-](F)(F)(F)(F)F.N1(OC(N(C)C)=[N+](C)C)C2N=CC=CC=2N=N1, predict the reaction product. The product is: [Cl:31][C:32]1[CH:33]=[CH:34][C:35]([CH:44]2[CH2:45][CH2:46][N:47]([C:27]([C@@H:20]3[CH2:21][C@H:22]([N:24]([CH3:25])[CH3:26])[CH2:23][C@H:19]3[C:13]3[CH:14]=[CH:15][C:16]([F:18])=[CH:17][C:12]=3[F:11])=[O:29])[CH2:48][CH2:49]2)=[C:36]([C@@H:38]([NH:40][C:41](=[O:43])[CH3:42])[CH3:39])[CH:37]=1.